From a dataset of Catalyst prediction with 721,799 reactions and 888 catalyst types from USPTO. Predict which catalyst facilitates the given reaction. (1) Reactant: [NH2:1][C:2]1[CH:7]=[CH:6][C:5]([Cl:8])=[CH:4][N:3]=1.Br[CH2:10][C:11]([C:13]1[CH:18]=[CH:17][C:16]([F:19])=[C:15]([Cl:20])[CH:14]=1)=O.[OH-].[Na+]. Product: [Cl:8][C:5]1[CH:6]=[CH:7][C:2]2[N:3]([CH:10]=[C:11]([C:13]3[CH:18]=[CH:17][C:16]([F:19])=[C:15]([Cl:20])[CH:14]=3)[N:1]=2)[CH:4]=1. The catalyst class is: 8. (2) Reactant: [OH:1][C@@H:2]1[CH2:6][CH2:5][N:4]([C:7]2[CH:26]=[CH:25][C:10]([C:11]([NH:13][C:14]3[CH:19]=[CH:18][C:17]([O:20][C:21]([F:24])([F:23])[F:22])=[CH:16][CH:15]=3)=[O:12])=[CH:9][C:8]=2[C:27]2[N:31](COCC[Si](C)(C)C)[N:30]=[CH:29][CH:28]=2)[CH2:3]1.CCCC[N+](CCCC)(CCCC)CCCC.[F-].C1COCC1. Product: [OH:1][C@@H:2]1[CH2:6][CH2:5][N:4]([C:7]2[CH:26]=[CH:25][C:10]([C:11]([NH:13][C:14]3[CH:15]=[CH:16][C:17]([O:20][C:21]([F:22])([F:23])[F:24])=[CH:18][CH:19]=3)=[O:12])=[CH:9][C:8]=2[C:27]2[NH:31][N:30]=[CH:29][CH:28]=2)[CH2:3]1. The catalyst class is: 25. (3) Reactant: [OH-:1].[Na+].[NH2:3]O.[CH3:5][O:6][C:7]1[CH:27]=[CH:26][C:10]([CH2:11][N:12]2[C:20]3[C:15](=[CH:16][CH:17]=[C:18]([C:21](=[S:25])OCC)[CH:19]=3)[CH:14]=[CH:13]2)=[CH:9][CH:8]=1. Product: [CH3:5][O:6][C:7]1[CH:27]=[CH:26][C:10]([CH2:11][N:12]2[C:20]3[C:15](=[CH:16][CH:17]=[C:18]([C:21](=[S:25])[NH:3][OH:1])[CH:19]=3)[CH:14]=[CH:13]2)=[CH:9][CH:8]=1. The catalyst class is: 24. (4) Reactant: [Cl:1][C:2]1[CH:3]=[CH:4][C:5]([OH:25])=[C:6]([CH2:8][N:9]2[CH:13]=[CH:12][C:11]([C:14]([NH:16][C:17]3[C:22]([F:23])=[CH:21][CH:20]=[CH:19][C:18]=3[F:24])=[O:15])=[N:10]2)[CH:7]=1.C(=O)([O-])[O-].[K+].[K+].Br[CH2:33][CH:34]([CH3:36])[CH3:35]. Product: [Cl:1][C:2]1[CH:3]=[CH:4][C:5]([O:25][CH2:33][CH:34]([CH3:36])[CH3:35])=[C:6]([CH2:8][N:9]2[CH:13]=[CH:12][C:11]([C:14]([NH:16][C:17]3[C:18]([F:24])=[CH:19][CH:20]=[CH:21][C:22]=3[F:23])=[O:15])=[N:10]2)[CH:7]=1. The catalyst class is: 3. (5) Reactant: [CH3:1][O:2][C:3]1[C:4]2[N:5]([N:19]=[C:20]([C:22]3([C:25]([OH:27])=[O:26])[CH2:24][CH2:23]3)[N:21]=2)[C:6]([C:9]2[CH:10]=[C:11]3[C:15](=[CH:16][CH:17]=2)[C:14](=[O:18])[O:13][CH2:12]3)=[CH:7][CH:8]=1.[CH2:28](O)[CH:29]([CH3:31])[CH3:30].CCN=C=NCCCN(C)C.Cl. Product: [CH3:28][CH:29]([CH3:31])[CH2:30][O:26][C:25]([C:22]1([C:20]2[N:21]=[C:4]3[C:3]([O:2][CH3:1])=[CH:8][CH:7]=[C:6]([C:9]4[CH:10]=[C:11]5[C:15](=[CH:16][CH:17]=4)[C:14](=[O:18])[O:13][CH2:12]5)[N:5]3[N:19]=2)[CH2:23][CH2:24]1)=[O:27]. The catalyst class is: 79.